Dataset: Forward reaction prediction with 1.9M reactions from USPTO patents (1976-2016). Task: Predict the product of the given reaction. (1) Given the reactants [F:1][C:2]1[CH:7]=[CH:6][C:5]([CH2:8][OH:9])=[CH:4][C:3]=1[O:10][CH3:11].C1C(=O)N([Br:19])C(=O)C1, predict the reaction product. The product is: [Br:19][C:6]1[CH:7]=[C:2]([F:1])[C:3]([O:10][CH3:11])=[CH:4][C:5]=1[CH2:8][OH:9]. (2) Given the reactants [O:1]=[C:2]1[C:6]2[CH:7]=[CH:8][C:9](/[CH:11]=[CH:12]/[CH:13]=[O:14])=[CH:10][C:5]=2[CH2:4][O:3]1.[BH4-].[Na+], predict the reaction product. The product is: [OH:14][CH2:13]/[CH:12]=[CH:11]/[C:9]1[CH:8]=[CH:7][C:6]2[C:2](=[O:1])[O:3][CH2:4][C:5]=2[CH:10]=1. (3) Given the reactants [C:1]([O:5][C:6](=[O:42])[CH2:7][CH2:8][C:9]1[CH:14]=[CH:13][C:12]([O:15][Si](C(C)(C)C)(C2C=CC=CC=2)C2C=CC=CC=2)=[CH:11][C:10]=1[CH2:33][O:34][CH2:35][C:36]1[CH:41]=[CH:40][CH:39]=[CH:38][CH:37]=1)([CH3:4])([CH3:3])[CH3:2].[F-].C([N+](CCCC)(CCCC)CCCC)CCC, predict the reaction product. The product is: [C:1]([O:5][C:6](=[O:42])[CH2:7][CH2:8][C:9]1[CH:14]=[CH:13][C:12]([OH:15])=[CH:11][C:10]=1[CH2:33][O:34][CH2:35][C:36]1[CH:37]=[CH:38][CH:39]=[CH:40][CH:41]=1)([CH3:4])([CH3:2])[CH3:3]. (4) Given the reactants [CH3:1][N:2]([CH3:27])[C:3]([N:5]1[C:17]2[CH2:16][CH2:15][CH:14]([CH:18]3[CH2:23][CH2:22][O:21][CH2:20][CH2:19]3)[CH2:13][C:12]=2[C:11]2[C:6]1=[CH:7][CH:8]=[C:9]([C:24]([OH:26])=O)[CH:10]=2)=[O:4].[CH2:28]([NH:30][C:31](=[O:36])[CH2:32][NH:33][CH2:34][CH3:35])[CH3:29].C(N(C(C)C)C(C)C)C.CN(C(ON1N=NC2C=CC=NC1=2)=[N+](C)C)C.F[P-](F)(F)(F)(F)F, predict the reaction product. The product is: [CH2:34]([N:33]([CH2:32][C:31]([NH:30][CH2:28][CH3:29])=[O:36])[C:24]([C:9]1[CH:10]=[C:11]2[C:6](=[CH:7][CH:8]=1)[N:5]([C:3]([N:2]([CH3:1])[CH3:27])=[O:4])[C:17]1[CH2:16][CH2:15][CH:14]([CH:18]3[CH2:19][CH2:20][O:21][CH2:22][CH2:23]3)[CH2:13][C:12]2=1)=[O:26])[CH3:35]. (5) Given the reactants [O:1]([C:13]1[CH:18]=[CH:17][CH:16]=[CH:15][C:14]=1[CH2:19][C:20]1[CH:25]=[CH:24][C:23]([O:26][CH3:27])=[CH:22][CH:21]=1)[C@@H:2]1[O:10][C@H:9]([CH2:11][OH:12])[C@@H:7]([OH:8])[C@H:5]([OH:6])[C@H:3]1[OH:4].C(N(CC)CC)C.Cl[C:36]([C:49]1[CH:54]=[CH:53][CH:52]=[CH:51][CH:50]=1)([C:43]1[CH:48]=[CH:47][CH:46]=[CH:45][CH:44]=1)[C:37]1[CH:42]=[CH:41][CH:40]=[CH:39][CH:38]=1.O, predict the reaction product. The product is: [C:37]1([C:36]([C:43]2[CH:44]=[CH:45][CH:46]=[CH:47][CH:48]=2)([C:49]2[CH:50]=[CH:51][CH:52]=[CH:53][CH:54]=2)[O:12][CH2:11][C@H:9]2[O:10][C@@H:2]([O:1][C:13]3[CH:18]=[CH:17][CH:16]=[CH:15][C:14]=3[CH2:19][C:20]3[CH:21]=[CH:22][C:23]([O:26][CH3:27])=[CH:24][CH:25]=3)[C@H:3]([OH:4])[C@@H:5]([OH:6])[C@@H:7]2[OH:8])[CH:38]=[CH:39][CH:40]=[CH:41][CH:42]=1. (6) Given the reactants [CH3:1][C:2]1[C:11]2[C:6](=[CH:7][CH:8]=[CH:9][CH:10]=2)[N:5]=[C:4]([CH2:12][N:13]2[C:22](=[O:23])[C:21]3[N:20]([CH2:24][C:25]#[C:26][CH3:27])[C:19]([N:28]4[CH2:33][CH2:32][CH2:31][C@@H:30]([N:34]5C(=O)C6=CC=CC=C6C5=O)[CH2:29]4)=[N:18][C:17]=3[N:16]([CH3:45])[C:14]2=[O:15])[N:3]=1.C(CN)O.C(Cl)Cl.C(OC)(C)(C)C, predict the reaction product. The product is: [CH3:1][C:2]1[C:11]2[C:6](=[CH:7][CH:8]=[CH:9][CH:10]=2)[N:5]=[C:4]([CH2:12][N:13]2[C:22](=[O:23])[C:21]3[N:20]([CH2:24][C:25]#[C:26][CH3:27])[C:19]([N:28]4[CH2:33][CH2:32][CH2:31][C@@H:30]([NH2:34])[CH2:29]4)=[N:18][C:17]=3[N:16]([CH3:45])[C:14]2=[O:15])[N:3]=1.